This data is from Protein-peptide binding for MDM2, ACE2, and 12ca5 with 34 validated binders. The task is: Binary Classification. Given protein and peptide amino acid sequences, predict whether they interact or not. (1) The peptide is ASFAAYWNALSPK. The protein target is MDM2 with sequence MCNTNMSVPTDGAVTTSQIPASEQETLVRPKPLLLKLLKSVGAQKDTYTMKEVLFYLGQYIMTKRLYDEKQQHIVYCSNDLLGDLFGVPSFSVKEHRKIYTMIYRNLVVVNQQESSDSGTSVSENRCHLEGGSDQKDLVQELQEEKPSSSHLVSRPSTSSRRRAISETEENSDELSGERQRKRHKSDSISLSFDESLALCVIREICCERSSSSESTGTPSNPDLDAGVSEHSGDWLDQDSVSDQFSVEFEVESLDSEDYSLSEEGQELSDEDDEVYQVTVYQAGESDTDSFEEDPEISLADYWKCTSCNEMNPPLPSHCNRCWALRENWLPEDKGKDKGEISEKAKLENSTQAEEGFDVPDCKKTIVNDSRESCVEENDDKITQASQSQESEDYSQPSTSSSIIYSSQEDVKEFEREETQDKEESVESSLPLNAIEPCVICQGRPKNGCIVHGKTGHLMACFTCAKKLKKRNKPCPVCRQPIQMIVLTYFP. (2) The protein target is MDM2 with sequence MCNTNMSVPTDGAVTTSQIPASEQETLVRPKPLLLKLLKSVGAQKDTYTMKEVLFYLGQYIMTKRLYDEKQQHIVYCSNDLLGDLFGVPSFSVKEHRKIYTMIYRNLVVVNQQESSDSGTSVSENRCHLEGGSDQKDLVQELQEEKPSSSHLVSRPSTSSRRRAISETEENSDELSGERQRKRHKSDSISLSFDESLALCVIREICCERSSSSESTGTPSNPDLDAGVSEHSGDWLDQDSVSDQFSVEFEVESLDSEDYSLSEEGQELSDEDDEVYQVTVYQAGESDTDSFEEDPEISLADYWKCTSCNEMNPPLPSHCNRCWALRENWLPEDKGKDKGEISEKAKLENSTQAEEGFDVPDCKKTIVNDSRESCVEENDDKITQASQSQESEDYSQPSTSSSIIYSSQEDVKEFEREETQDKEESVESSLPLNAIEPCVICQGRPKNGCIVHGKTGHLMACFTCAKKLKKRNKPCPVCRQPIQMIVLTYFP. The peptide is TSFAEYWAALAAK. (3) The protein target is MDM2 with sequence MCNTNMSVPTDGAVTTSQIPASEQETLVRPKPLLLKLLKSVGAQKDTYTMKEVLFYLGQYIMTKRLYDEKQQHIVYCSNDLLGDLFGVPSFSVKEHRKIYTMIYRNLVVVNQQESSDSGTSVSENRCHLEGGSDQKDLVQELQEEKPSSSHLVSRPSTSSRRRAISETEENSDELSGERQRKRHKSDSISLSFDESLALCVIREICCERSSSSESTGTPSNPDLDAGVSEHSGDWLDQDSVSDQFSVEFEVESLDSEDYSLSEEGQELSDEDDEVYQVTVYQAGESDTDSFEEDPEISLADYWKCTSCNEMNPPLPSHCNRCWALRENWLPEDKGKDKGEISEKAKLENSTQAEEGFDVPDCKKTIVNDSRESCVEENDDKITQASQSQESEDYSQPSTSSSIIYSSQEDVKEFEREETQDKEESVESSLPLNAIEPCVICQGRPKNGCIVHGKTGHLMACFTCAKKLKKRNKPCPVCRQPIQMIVLTYFP. The peptide is ASFAEYWNLLSAK. (4) The protein target is MDM2 with sequence MCNTNMSVPTDGAVTTSQIPASEQETLVRPKPLLLKLLKSVGAQKDTYTMKEVLFYLGQYIMTKRLYDEKQQHIVYCSNDLLGDLFGVPSFSVKEHRKIYTMIYRNLVVVNQQESSDSGTSVSENRCHLEGGSDQKDLVQELQEEKPSSSHLVSRPSTSSRRRAISETEENSDELSGERQRKRHKSDSISLSFDESLALCVIREICCERSSSSESTGTPSNPDLDAGVSEHSGDWLDQDSVSDQFSVEFEVESLDSEDYSLSEEGQELSDEDDEVYQVTVYQAGESDTDSFEEDPEISLADYWKCTSCNEMNPPLPSHCNRCWALRENWLPEDKGKDKGEISEKAKLENSTQAEEGFDVPDCKKTIVNDSRESCVEENDDKITQASQSQESEDYSQPSTSSSIIYSSQEDVKEFEREETQDKEESVESSLPLNAIEPCVICQGRPKNGCIVHGKTGHLMACFTCAKKLKKRNKPCPVCRQPIQMIVLTYFP. The peptide is TAFAEYWNALSAK. (5) The protein target is MDM2 with sequence MCNTNMSVPTDGAVTTSQIPASEQETLVRPKPLLLKLLKSVGAQKDTYTMKEVLFYLGQYIMTKRLYDEKQQHIVYCSNDLLGDLFGVPSFSVKEHRKIYTMIYRNLVVVNQQESSDSGTSVSENRCHLEGGSDQKDLVQELQEEKPSSSHLVSRPSTSSRRRAISETEENSDELSGERQRKRHKSDSISLSFDESLALCVIREICCERSSSSESTGTPSNPDLDAGVSEHSGDWLDQDSVSDQFSVEFEVESLDSEDYSLSEEGQELSDEDDEVYQVTVYQAGESDTDSFEEDPEISLADYWKCTSCNEMNPPLPSHCNRCWALRENWLPEDKGKDKGEISEKAKLENSTQAEEGFDVPDCKKTIVNDSRESCVEENDDKITQASQSQESEDYSQPSTSSSIIYSSQEDVKEFEREETQDKEESVESSLPLNAIEPCVICQGRPKNGCIVHGKTGHLMACFTCAKKLKKRNKPCPVCRQPIQMIVLTYFP. The peptide is ASFAEYWAAAAPK.